From a dataset of Experimentally validated miRNA-target interactions with 360,000+ pairs, plus equal number of negative samples. Binary Classification. Given a miRNA mature sequence and a target amino acid sequence, predict their likelihood of interaction. (1) The miRNA is hsa-miR-4779 with sequence UAGGAGGGAAUAGUAAAAGCAG. The protein sequence of the target gene is MRKMSEEEFYLFKNISSVGPWDGPQYHIAPVWAFYLQAAFMGTVFLIGFPLNAMVLVATLRYKKLRQPLNYILVNVSFGGFLLCIFSVFPVFVASCNGYFVFGRHVCALEGFLGTVAGLVTGWSLAFLAFERYIVICKPFGNFRFSSKHALTVVLATWTIGIGVSIPPFFGWSRFIPEGLQCSCGPDWYTVGTKYRSESYTWFLFIFCFIVPLSLICFSYTQLLRALKAVAAQQQESATTQKAEREVSRMVVVMVGSFCVCYVPYAAFAMYMVNNRNHGLDLRLVTIPSFFSKSACIYNP.... Result: 0 (no interaction). (2) The miRNA is hsa-miR-641 with sequence AAAGACAUAGGAUAGAGUCACCUC. The protein sequence of the target gene is MMGDYRLPDHPQPMEILNLYLGDSLEPHPGECPRETCSHEDPPEPFEEQTWATDPPEPTRQNVPPWGSGVELTHLGSWVHQDGLEPCQEQTRATDPPESTRQDAPPWGSGVELTHLGSPSAQREHRQNTASPGSPVNSHLPGSPKQNRSTSTQVVFWAGILQAQMCVLDLEEELEKTEGLKAGLKCCLPTPPVDLPGDTGLHSSPPENEDSGEDSSEPEGEGQAWLREGTPDSSPQWGAEEESMFFSNPLFLASPCSENSASGECFSWGASDSHAGVRTGPESPATLEPPLPEDTVLWEL.... Result: 1 (interaction). (3) The miRNA is hsa-miR-548ah-5p with sequence AAAAGUGAUUGCAGUGUUUG. The protein sequence of the target gene is MPKVKRSRKAPPDGWELIEPTLDELDQKMREAETEPHEGKRKVESLWPIFRIHHQKTRYIFDLFYKRKAISRELYEYCIKEGYADKNLIAKWKKQGYENLCCLRCIQTRDTNFGTNCICRVPKSKLEVGRIIECTHCGCRGCSG. Result: 0 (no interaction). (4) The miRNA is hsa-miR-654-3p with sequence UAUGUCUGCUGACCAUCACCUU. The protein sequence of the target gene is MGGCIPFLKAARALCPRIMPPLLLLSAFIFLVSVLGGAPGHNPDRRTKMVSIHSLSELERLKLQETAYHELVARHFLSEFKPDRALPIDRPNTLDKWFLILRGQQRAVSHKTFGISLEEVLVNEFTRRKHLELTATMQVEEATGQAAGRRRGNVVRRVFGRIRRFFSRRRNEPTLPREFTRRGRRGAVSVDSLAELEDGALLLQTLQLSKISFPIGQRLLGSKRKMSLNPIAKQIPQVVEACCQFIEKHGLSAVGIFTLEYSVQRVRQLREEFDQGLDVVLDDNQNVHDVAALLKEFFRD.... Result: 0 (no interaction). (5) The miRNA is hsa-miR-105-3p with sequence ACGGAUGUUUGAGCAUGUGCUA. The protein sequence of the target gene is MAGELTPEEEAQYKKAFSAVDTDGNGTINAQELGAALKATGKNLSEAQLRKLISEVDSDGDGEISFQEFLTAAKKARAGLEDLQVAFRAFDQDGDGHITVDELRRAMAGLGQPLPQEELDAMIREADVDQDGRVNYEEFARMLAQE. Result: 0 (no interaction). (6) The miRNA is mmu-miR-9-3p with sequence AUAAAGCUAGAUAACCGAAAGU. Result: 0 (no interaction). The protein sequence of the target gene is MEKATVPAAAEGEGSPPAAAAVAAPPAAAAAEVGGGARPASSPRGMVRVCDLLLKKKPPQQQQQQQPPHHKAKRNRTCRPPSSSESSSDSDNSGGGGGGGGGGGGGTSSNNSEEEEDDDDEEEEVSEVESFILDQDDLENPMLETASKLLLSGTADGADLRTVDPETQARLEALLEAAGIGKLSTADGKAFADPEVLRRLTSSVSCALDEAAAALTRMRAESTANAGQSDNRSLAEACSEGDVNAVRKLLIEGRSVNEHTEEGESLLCLACSAGYYELAQVLLAMHANVEDRGIKGDITP.... (7) The miRNA is hsa-miR-451a with sequence AAACCGUUACCAUUACUGAGUU. The protein sequence of the target gene is MAAAAAAAVGGQQPSQPELPAPGLALDKAATAAHLKAALSRPDNRAGAEELQALLERVLSAERPLAAAAGGEDAAAAGGGGGPGAAEEEALEWCKCLLAGGGGYDEFCAAVRAYDPAALCGLVWTANFVAYRCRTCGISPCMSLCAECFHQGDHTGHDFNMFRSQAGGACDCGDSNVMRESGFCKRHQIKSSSNIPCVPKDLLMMSEFVLPRFIFCLIQYLREGYNEPAADGPSEKDLNKVLQLLEPQISFLEDLTKMGGAMRSVLTQVLTNQQNYKDLTSGLGENACVKKSHEKYLIAL.... Result: 0 (no interaction). (8) The miRNA is hsa-miR-575 with sequence GAGCCAGUUGGACAGGAGC. The protein sequence of the target gene is MTCWLHMLGLHLLLLPTAPLAAGCPARCECSASTRTVACGRRRLTAIPEGIPAETRMLELSRNRIRCLNPGDLASLPTLEELDLNHNVIAHVEPGAFANLPRLRVLRLRGNQLKLIPPGVFTHLDSLTLLDLSENKLVILLDFSFQDLRSLQRLEVGDNDLVFISRRAFAGLLGLAELTLERCNLTSLSPESLGHLRGLGALRLRHLAIAALEDQNFQKLPGLSHLEIDNWPLLEEVAPGSLRGLNLTSLSITHTNITAVPAAALRQQAHLTCLNLSHNPISMVPRGSFRDLVRLRELHL.... Result: 0 (no interaction). (9) The miRNA is mmu-miR-101a-3p with sequence UACAGUACUGUGAUAACUGAA. The protein sequence of the target gene is MPGMMEKGPELLGKSRSANGGAKSPAGGGGSSANGGLHFSEPESGCSSDDEHGDVGMRVGAEYQARIPEFDPGATKYTDKDNGGMLVWSPYHSIPDAKLDEYIAIAKEKHGYNVEQALGMLFWHKHNIEKSLADLPNFTPFPDEWTVEDKVLFEQAFSFHGKSFHRIQQMLPDKTIASLVKYYYSWKKTRSRTSLMDRQARKLANRHNQGDSDDDVEEAHPMDGNDSDYDPKKEAKREGNADQPVQTSKIGLGRREYQSLQHRHHSQRSKCRPPKGMYLTQEDVVAVSCSPNAANTILRQ.... Result: 1 (interaction). (10) The miRNA is ath-miR1888a with sequence UAAGUUAAGAUUUGUGAAGAA. The protein sequence of the target gene is MSSQQYQQQRRKFAAAFLALIFILAAVDTAEAGKKEKPEKKVKKSDCGEWQWSVCVPTSGDCGLGTREGTRTGAECKQTMKTQRCKIPCNWKKQFGAECKYQFQAWGECDLNTALKTRTGSLKRALHNADCQKTVTISKPCGKLTKPKPQAESKKKKKEGKKQEKMLD. Result: 0 (no interaction).